Dataset: Catalyst prediction with 721,799 reactions and 888 catalyst types from USPTO. Task: Predict which catalyst facilitates the given reaction. (1) Product: [OH:14][C:12]([CH3:15])([CH3:13])[C:11]#[C:10][C:9]([C:6]1[CH:5]=[CH:4][C:3]([O:2][CH3:1])=[CH:8][CH:7]=1)=[O:16]. Reactant: [CH3:1][O:2][C:3]1[CH:8]=[CH:7][C:6]([CH:9]([OH:16])[C:10]#[C:11][C:12]([CH3:15])([OH:14])[CH3:13])=[CH:5][CH:4]=1.CC(OI1(OC(C)=O)(OC(C)=O)OC(=O)C2C=CC=CC1=2)=O. The catalyst class is: 2. (2) Reactant: C(N(CC)CC)C.[SH:8][C:9]1[C:14]([C:15]([NH:17][C:18]2[CH:23]=[CH:22][C:21]([O:24][C:25]([F:28])([F:27])[F:26])=[CH:20][CH:19]=2)=[O:16])=[CH:13][CH:12]=[CH:11][N:10]=1.Cl[CH2:30][C:31]1[C:40]2[C:35](=[CH:36][CH:37]=[CH:38][CH:39]=2)[N:34]=[CH:33][CH:32]=1.C(OCC)(=O)C. Product: [N:34]1[C:35]2[C:40](=[CH:39][CH:38]=[CH:37][CH:36]=2)[C:31]([CH2:30][S:8][C:9]2[C:14]([C:15]([NH:17][C:18]3[CH:23]=[CH:22][C:21]([O:24][C:25]([F:26])([F:27])[F:28])=[CH:20][CH:19]=3)=[O:16])=[CH:13][CH:12]=[CH:11][N:10]=2)=[CH:32][CH:33]=1. The catalyst class is: 9. (3) Reactant: [NH:1]1[C:9]2[C:4](=[CH:5][CH:6]=[CH:7][CH:8]=2)[C:3]2([CH2:13][O:12][C:11]3[CH:14]=[C:15]4[C:19](=[CH:20][C:10]2=3)[CH2:18][CH2:17][O:16]4)[C:2]1=[O:21].Cl[CH2:23][C:24]1[O:25][CH:26]=[C:27]([C:29]([O:31][CH3:32])=[O:30])[N:28]=1.C(=O)([O-])[O-].[Cs+].[Cs+]. Product: [O:21]=[C:2]1[C:3]2([CH2:13][O:12][C:11]3[CH:14]=[C:15]4[C:19](=[CH:20][C:10]2=3)[CH2:18][CH2:17][O:16]4)[C:4]2[C:9](=[CH:8][CH:7]=[CH:6][CH:5]=2)[N:1]1[CH2:23][C:24]1[O:25][CH:26]=[C:27]([C:29]([O:31][CH3:32])=[O:30])[N:28]=1. The catalyst class is: 131. (4) Reactant: [F:1][C:2]1[CH:3]=[C:4]2[C:8](=[CH:9][CH:10]=1)[NH:7][C:6](=[O:11])[CH2:5]2.C[Si]([N-][Si](C)(C)C)(C)C.[Li+].[N:22]1([CH2:28][CH2:29][CH2:30][C:31]2[N:36]=[C:35]3[CH2:37][O:38][C:39](=O)[C:34]3=[CH:33][CH:32]=2)[CH2:27][CH2:26][O:25][CH2:24][CH2:23]1.Cl. Product: [F:1][C:2]1[CH:3]=[C:4]2[C:8](=[CH:9][CH:10]=1)[NH:7][C:6](=[O:11])[C:5]2=[C:39]1[C:34]2[C:35](=[N:36][C:31]([CH2:30][CH2:29][CH2:28][N:22]3[CH2:23][CH2:24][O:25][CH2:26][CH2:27]3)=[CH:32][CH:33]=2)[CH2:37][O:38]1. The catalyst class is: 1. (5) Reactant: [N+:1]([C:4]1[CH:15]=[CH:14][C:7]2[CH2:8][CH2:9][CH2:10][CH2:11][C:12](=[O:13])[C:6]=2[CH:5]=1)([O-])=O. Product: [NH2:1][C:4]1[CH:15]=[CH:14][C:7]2[CH2:8][CH2:9][CH2:10][CH2:11][C:12](=[O:13])[C:6]=2[CH:5]=1. The catalyst class is: 19. (6) The catalyst class is: 61. Reactant: C(OC([NH:8][CH2:9][CH:10]1[CH2:15][CH2:14][CH:13]([C:16]([NH:18][CH2:19][C:20]2[CH:25]=[CH:24][C:23]([CH3:26])=[CH:22][CH:21]=2)=[O:17])[CH2:12][CH2:11]1)=O)(C)(C)C.FC(F)(F)C(O)=O. Product: [NH2:8][CH2:9][CH:10]1[CH2:15][CH2:14][CH:13]([C:16]([NH:18][CH2:19][C:20]2[CH:21]=[CH:22][C:23]([CH3:26])=[CH:24][CH:25]=2)=[O:17])[CH2:12][CH2:11]1. (7) Reactant: [N+:1]([C:4]1[CH:5]=[N:6][NH:7][CH:8]=1)([O-:3])=[O:2].C(=O)([O-])[O-].[K+].[K+].[Cl:15][C:16]1[CH:21]=[CH:20][C:19]([CH2:22]Cl)=[CH:18][C:17]=1[Cl:24]. Product: [Cl:24][C:17]1[CH:18]=[C:19]([CH2:22][N:6]2[CH:5]=[C:4]([N+:1]([O-:3])=[O:2])[CH:8]=[N:7]2)[CH:20]=[CH:21][C:16]=1[Cl:15]. The catalyst class is: 3.